Dataset: NCI-60 drug combinations with 297,098 pairs across 59 cell lines. Task: Regression. Given two drug SMILES strings and cell line genomic features, predict the synergy score measuring deviation from expected non-interaction effect. (1) Drug 2: COCCOC1=C(C=C2C(=C1)C(=NC=N2)NC3=CC=CC(=C3)C#C)OCCOC. Drug 1: CCC1(CC2CC(C3=C(CCN(C2)C1)C4=CC=CC=C4N3)(C5=C(C=C6C(=C5)C78CCN9C7C(C=CC9)(C(C(C8N6C)(C(=O)OC)O)OC(=O)C)CC)OC)C(=O)OC)O. Synergy scores: CSS=72.8, Synergy_ZIP=7.08, Synergy_Bliss=6.78, Synergy_Loewe=8.08, Synergy_HSA=10.7. Cell line: SK-OV-3. (2) Drug 1: C1=CC(=CC=C1CCCC(=O)O)N(CCCl)CCCl. Drug 2: C1C(C(OC1N2C=NC3=C(N=C(N=C32)Cl)N)CO)O. Cell line: SNB-19. Synergy scores: CSS=27.0, Synergy_ZIP=-9.96, Synergy_Bliss=-4.29, Synergy_Loewe=-5.48, Synergy_HSA=-3.56.